From a dataset of NCI-60 drug combinations with 297,098 pairs across 59 cell lines. Regression. Given two drug SMILES strings and cell line genomic features, predict the synergy score measuring deviation from expected non-interaction effect. (1) Drug 2: C1=NNC2=C1C(=O)NC=N2. Synergy scores: CSS=5.44, Synergy_ZIP=-1.56, Synergy_Bliss=3.89, Synergy_Loewe=4.19, Synergy_HSA=0.988. Cell line: M14. Drug 1: CC1=C2C(C(=O)C3(C(CC4C(C3C(C(C2(C)C)(CC1OC(=O)C(C(C5=CC=CC=C5)NC(=O)OC(C)(C)C)O)O)OC(=O)C6=CC=CC=C6)(CO4)OC(=O)C)O)C)O. (2) Drug 2: C(=O)(N)NO. Synergy scores: CSS=17.1, Synergy_ZIP=-8.08, Synergy_Bliss=-4.22, Synergy_Loewe=-24.7, Synergy_HSA=-3.46. Drug 1: C1=NC2=C(N1)C(=S)N=C(N2)N. Cell line: PC-3.